Task: Predict the reactants needed to synthesize the given product.. Dataset: Full USPTO retrosynthesis dataset with 1.9M reactions from patents (1976-2016) (1) Given the product [C:1]([O:4][C:5]1[CH:6]=[CH:12][C:29]([CH:28]=[CH2:27])=[CH:30][CH:31]=1)(=[O:3])[CH3:2].[C:20]([O:22][C:23]1([CH2:8][CH3:9])[CH2:29][CH2:28][CH2:27][CH2:26]1)(=[O:21])[C:19]([CH3:24])=[CH2:25], predict the reactants needed to synthesize it. The reactants are: [C:1]([O:4][CH2:5][CH2:6]O[CH2:8][CH3:9])(=[O:3])[CH3:2].N([C:19]([CH3:25])([CH3:24])[C:20]([O:22][CH3:23])=[O:21])=N[C:12](C)(C)C(OC)=O.[CH3:26][CH2:27][CH2:28][CH2:29][CH2:30][CH3:31]. (2) Given the product [CH3:14][C@@H:7]1[CH2:6][C:5]2[C:10](=[CH:11][CH:12]=[C:3]([CH:1]3[CH2:2][O:23]3)[CH:4]=2)[C:9](=[O:13])[O:8]1, predict the reactants needed to synthesize it. The reactants are: [CH:1]([C:3]1[CH:4]=[C:5]2[C:10](=[CH:11][CH:12]=1)[C:9](=[O:13])[O:8][CH:7]([CH3:14])[CH2:6]2)=[CH2:2].C1C=C(Cl)C=C(C(OO)=[O:23])C=1. (3) The reactants are: [CH2:1]([O:8][CH2:9][CH2:10][CH:11]([C:20]1[NH:21][C:22]([C:32]2[CH:41]=[CH:40][CH:39]=[C:38]3[C:33]=2[N:34]=[C:35]([NH:43][C:44]([CH3:47])([CH3:46])[CH3:45])[C:36]([CH3:42])=[N:37]3)=[CH:23][C:24]=1C(OC(C)(C)C)=O)[NH:12][C:13]([O:15]C(C)(C)C)=O)[C:2]1[CH:7]=[CH:6][CH:5]=[CH:4][CH:3]=1.C(O)(C(F)(F)F)=O.CCN(C(C)C)C(C)C.F[P-](F)(F)(F)(F)F.N1(O[P+](N2CCCC2)(N2CCCC2)N2CCCC2)C2C=CC=CC=2N=N1. Given the product [CH2:1]([O:8][CH2:9][CH2:10][CH:11]1[C:20]2[NH:21][C:22]([C:32]3[CH:41]=[CH:40][CH:39]=[C:38]4[C:33]=3[N:34]=[C:35]([NH:43][C:44]([CH3:47])([CH3:46])[CH3:45])[C:36]([CH3:42])=[N:37]4)=[CH:23][C:24]=2[C:13](=[O:15])[NH:12]1)[C:2]1[CH:7]=[CH:6][CH:5]=[CH:4][CH:3]=1, predict the reactants needed to synthesize it. (4) Given the product [C:1]([O:4][C@@H:5]1[C@@H:10]([O:11][C:12](=[O:14])[CH3:13])[C@H:9]([O:15][C:16](=[O:18])[CH3:17])[C@@H:8]([CH2:19][O:20][C:21](=[O:23])[CH3:22])[O:7][C@H:6]1[O:24][C:25]1[C:29]([CH2:30][C:31]2[CH:36]=[CH:35][C:34]([O:37][CH2:38][CH2:39][CH2:40][N:41]([C:49]([O:51][CH2:52][C:53]3[CH:54]=[CH:55][CH:56]=[CH:57][CH:58]=3)=[O:50])[CH2:42][C:43]([C:46]([N:73]3[CH2:74][CH2:75][N:70]([CH2:63][C:64]4[CH:65]=[CH:66][CH:67]=[CH:68][CH:69]=4)[CH2:71][CH2:72]3)=[O:47])([CH3:44])[CH3:45])=[CH:33][C:32]=2[CH3:59])=[C:28]([CH:60]([CH3:62])[CH3:61])[NH:27][N:26]=1)(=[O:3])[CH3:2], predict the reactants needed to synthesize it. The reactants are: [C:1]([O:4][C@@H:5]1[C@@H:10]([O:11][C:12](=[O:14])[CH3:13])[C@H:9]([O:15][C:16](=[O:18])[CH3:17])[C@@H:8]([CH2:19][O:20][C:21](=[O:23])[CH3:22])[O:7][C@H:6]1[O:24][C:25]1[C:29]([CH2:30][C:31]2[CH:36]=[CH:35][C:34]([O:37][CH2:38][CH2:39][CH2:40][N:41]([C:49]([O:51][CH2:52][C:53]3[CH:58]=[CH:57][CH:56]=[CH:55][CH:54]=3)=[O:50])[CH2:42][C:43]([C:46](O)=[O:47])([CH3:45])[CH3:44])=[CH:33][C:32]=2[CH3:59])=[C:28]([CH:60]([CH3:62])[CH3:61])[NH:27][N:26]=1)(=[O:3])[CH3:2].[CH2:63]([N:70]1[CH2:75][CH2:74][NH:73][CH2:72][CH2:71]1)[C:64]1[CH:69]=[CH:68][CH:67]=[CH:66][CH:65]=1.ON1C2C=CC=CC=2N=N1.Cl.C(N=C=NCCCN(C)C)C.